From a dataset of Reaction yield outcomes from USPTO patents with 853,638 reactions. Predict the reaction yield, written as a fraction of the theoretical maximum amount of product (1.0 means a 100% yield; for example, 0.34 means a 34% yield). (1) The reactants are [F:1][C:2]1[CH:26]=[C:25]([F:27])[CH:24]=[CH:23][C:3]=1[CH2:4][C@H:5]([CH2:21][CH3:22])[C:6](N1[C@H](C)[C@H](C2C=CC=CC=2)OC1=O)=[O:7].C1COCC1.[BH4-].[Na+]. The catalyst is O. The product is [F:1][C:2]1[CH:26]=[C:25]([F:27])[CH:24]=[CH:23][C:3]=1[CH2:4][C@H:5]([CH2:21][CH3:22])[CH2:6][OH:7]. The yield is 0.460. (2) The reactants are [CH2:1]([O:3][C:4](=[O:23])[CH2:5][N:6]([CH2:17][C:18]([O:20][CH2:21][CH3:22])=[O:19])[C:7]1[C:15]2[O:14][CH2:13][CH2:12][C:11]=2[CH:10]=[C:9](Br)[CH:8]=1)[CH3:2].N.[CH3:25][N:26](C)C=O. The catalyst is [C-]#N.[Zn+2].[C-]#N.C1C=CC([P]([Pd]([P](C2C=CC=CC=2)(C2C=CC=CC=2)C2C=CC=CC=2)([P](C2C=CC=CC=2)(C2C=CC=CC=2)C2C=CC=CC=2)[P](C2C=CC=CC=2)(C2C=CC=CC=2)C2C=CC=CC=2)(C2C=CC=CC=2)C2C=CC=CC=2)=CC=1. The product is [CH2:1]([O:3][C:4](=[O:23])[CH2:5][N:6]([CH2:17][C:18]([O:20][CH2:21][CH3:22])=[O:19])[C:7]1[C:15]2[O:14][CH2:13][CH2:12][C:11]=2[CH:10]=[C:9]([C:25]#[N:26])[CH:8]=1)[CH3:2]. The yield is 0.370. (3) The reactants are C[O:2][C:3](=[O:46])[CH2:4][C@H:5]([OH:45])[CH2:6][C@H:7]([OH:44])[CH:8]=[CH:9][C:10]1[N:11]([CH:41]([CH3:43])[CH3:42])[C:12]([C:28](=[O:40])[NH:29][C:30]2[CH:35]=[CH:34][CH:33]=[C:32]([S:36](=[O:39])(=[O:38])[NH2:37])[CH:31]=2)=[C:13]([C:22]2[CH:27]=[CH:26][CH:25]=[CH:24][CH:23]=2)[C:14]=1[C:15]1[CH:20]=[CH:19][C:18]([F:21])=[CH:17][CH:16]=1.C(O)C.O.[OH-].[Na+:52]. The catalyst is CO.C(Cl)Cl. The product is [Na+:52].[F:21][C:18]1[CH:17]=[CH:16][C:15]([C:14]2[C:13]([C:22]3[CH:23]=[CH:24][CH:25]=[CH:26][CH:27]=3)=[C:12]([C:28](=[O:40])[NH:29][C:30]3[CH:35]=[CH:34][CH:33]=[C:32]([S:36](=[O:38])(=[O:39])[NH2:37])[CH:31]=3)[N:11]([CH:41]([CH3:42])[CH3:43])[C:10]=2[CH:9]=[CH:8][C@@H:7]([OH:44])[CH2:6][C@@H:5]([OH:45])[CH2:4][C:3]([O-:46])=[O:2])=[CH:20][CH:19]=1. The yield is 0.990. (4) The reactants are [Cl:1][C:2]1[N:7]=[C:6](Cl)[CH:5]=[C:4]([C:9]2[CH:14]=[CH:13][CH:12]=[C:11]([S:15]([CH3:18])(=[O:17])=[O:16])[CH:10]=2)[N:3]=1.CCN(C(C)C)C(C)C.[NH:28]1[CH2:33][CH2:32][O:31][CH2:30][CH2:29]1. The catalyst is CCO. The product is [Cl:1][C:2]1[N:7]=[C:6]([N:28]2[CH2:33][CH2:32][O:31][CH2:30][CH2:29]2)[CH:5]=[C:4]([C:9]2[CH:14]=[CH:13][CH:12]=[C:11]([S:15]([CH3:18])(=[O:17])=[O:16])[CH:10]=2)[N:3]=1. The yield is 0.580.